Dataset: Forward reaction prediction with 1.9M reactions from USPTO patents (1976-2016). Task: Predict the product of the given reaction. (1) Given the reactants [Br:1][C:2]1[CH:6]=[C:5]([CH:7]=O)[O:4][C:3]=1[C:9]1[O:13][N:12]=[C:11]([C:14]2[CH:19]=[CH:18][C:17]([Cl:20])=[CH:16][CH:15]=2)[N:10]=1.C([BH3-])#N.[Na+].C(O)(=O)C.[NH:29]1[CH2:34][CH2:33][O:32][CH2:31][CH2:30]1, predict the reaction product. The product is: [Br:1][C:2]1[CH:6]=[C:5]([CH2:7][N:29]2[CH2:34][CH2:33][O:32][CH2:31][CH2:30]2)[O:4][C:3]=1[C:9]1[O:13][N:12]=[C:11]([C:14]2[CH:15]=[CH:16][C:17]([Cl:20])=[CH:18][CH:19]=2)[N:10]=1. (2) Given the reactants [NH2:1][C:2]1[C:11]([C:12]2[CH:17]=[CH:16][C:15]([F:18])=[CH:14][CH:13]=2)=[CH:10][C:9]([O:19]C)=[C:8]2[C:3]=1[C:4](=[O:29])[N:5](COCC[Si](C)(C)C)[CH:6]=[N:7]2.[BrH:30], predict the reaction product. The product is: [BrH:30].[NH2:1][C:2]1[C:11]([C:12]2[CH:13]=[CH:14][C:15]([F:18])=[CH:16][CH:17]=2)=[CH:10][C:9]([OH:19])=[C:8]2[C:3]=1[C:4](=[O:29])[NH:5][CH:6]=[N:7]2. (3) The product is: [CH3:6][NH:8][C@@H:9]1[CH2:14][CH2:13][C@H:12]([C:15]([O:17][CH3:18])=[O:16])[CH2:11][CH2:10]1. Given the reactants CC(O[C:6]([N:8](C)[C@@H:9]1[CH2:14][CH2:13][C@H:12]([C:15]([O:17][CH3:18])=[O:16])[CH2:11][CH2:10]1)=O)(C)C.Cl, predict the reaction product. (4) Given the reactants Cl[C:2]1[N:7]=[C:6]([C:8]2[CH:13]=[CH:12][CH:11]=[CH:10][C:9]=2[O:14][CH3:15])[CH:5]=[CH:4][N:3]=1.[NH2:16][C:17]1[CH:22]=[CH:21][C:20]([CH2:23][S:24]([NH:27][CH3:28])(=[O:26])=[O:25])=[CH:19][CH:18]=1, predict the reaction product. The product is: [CH3:15][O:14][C:9]1[CH:10]=[CH:11][CH:12]=[CH:13][C:8]=1[C:6]1[CH:5]=[CH:4][N:3]=[C:2]([NH:16][C:17]2[CH:22]=[CH:21][C:20]([CH2:23][S:24]([NH:27][CH3:28])(=[O:26])=[O:25])=[CH:19][CH:18]=2)[N:7]=1. (5) Given the reactants [CH3:1][N:2]1[CH2:7][CH2:6][N:5]([CH2:8][CH2:9][O:10][C:11]2[CH:16]=[CH:15][N:14]3[C:17]([C:20]([O-:22])=O)=[CH:18][N:19]=[C:13]3[CH:12]=2)[CH2:4][CH2:3]1.[Li+].ClC1C=C(Cl)C=C(Cl)C=1C(Cl)=O.[CH:36]1([C:39]2[C:47]3[C:46]([NH2:48])=[CH:45][CH:44]=[CH:43][C:42]=3[N:41]([CH2:49][C:50]3[CH:54]=[CH:53][N:52]([CH:55]([CH3:57])[CH3:56])[N:51]=3)[N:40]=2)[CH2:38][CH2:37]1.[OH-].[Na+], predict the reaction product. The product is: [CH:36]1([C:39]2[C:47]3[C:42](=[CH:43][CH:44]=[CH:45][C:46]=3[NH:48][C:20]([C:17]3[N:14]4[CH:15]=[CH:16][C:11]([O:10][CH2:9][CH2:8][N:5]5[CH2:6][CH2:7][N:2]([CH3:1])[CH2:3][CH2:4]5)=[CH:12][C:13]4=[N:19][CH:18]=3)=[O:22])[N:41]([CH2:49][C:50]3[CH:54]=[CH:53][N:52]([CH:55]([CH3:57])[CH3:56])[N:51]=3)[N:40]=2)[CH2:37][CH2:38]1.